Dataset: Antibody paratope prediction from SAbDab with 1,023 antibody chains. Task: Token-level Classification. Given an antibody amino acid sequence, predict which amino acid positions are active in antigen binding. Output is a list of indices for active paratope positions. (1) Given the antibody sequence: QVQLQQSGPELVKPGASVKISCKASGYSFTSYYIHWVKQRPGQGLEWIGWIYPGSYNTEYSEKFKGKATLTADTSSSTAYMQLSSLTSEDSAVYYCARSEDWFAYWGQGTLVTVSA, which amino acid positions are active in antigen binding (paratope)? The paratope positions are: [52, 83, 84, 85]. (2) Given the antibody sequence: DVELTQSPGTLSLSPGERATLSCRASQSVSSSYLAWYQQKPGQAPRLLIYGASSRATGIPDRFSGSGSGTDFTLTISRLEPEDFAVYYCQQYGSSPITFGQGTRLEIK, which amino acid positions are active in antigen binding (paratope)? The paratope positions are: [30]. (3) Given the antibody sequence: EVQLQQSGAELLRPGASVKLSCIVSGFKIKDTSMHWVKQRPEQGLEWIGRIDPANDNSEYDPKFQGKATITADTSSNTAYLQLSSLTSEDTAVYYCTLSHFWGQGTTLTVSS, which amino acid positions are active in antigen binding (paratope)? The paratope positions are: [52, 83, 84, 85]. (4) Given the antibody sequence: DIVLTQSPASLAVSLGQRATISCRASESVVRYGNSFMHWYQQKPGQPPKLLIYRASSLESGIPTRFSGSGSRTDFTLTINPVEADDVATYYCQQTNVDPWAFGGGTKLEIK, which amino acid positions are active in antigen binding (paratope)? The paratope positions are: [30, 31, 32, 33]. (5) Given the antibody sequence: EVQLVESGGGLVQPGGSLRLSCAASGYTFTNYGMNWVRQAPGKGLEWVGWINTYTGEPTYAADFKRRFTFSLDTSKSTAYLQMNSLRAEDTAVYYCAKYPHYYGSSHWYFDVWGQGTLVTVSS, which amino acid positions are active in antigen binding (paratope)? The paratope positions are: [52, 83, 84, 85, 104, 105, 106, 107, 108, 109].